Dataset: Forward reaction prediction with 1.9M reactions from USPTO patents (1976-2016). Task: Predict the product of the given reaction. (1) Given the reactants [N:1]12[CH2:8][CH2:7][C:4]([C:9]([C:17]3[CH:22]=[CH:21][CH:20]=[CH:19][CH:18]=3)([C:11]3[CH:16]=[CH:15][CH:14]=[CH:13][CH:12]=3)[OH:10])([CH2:5][CH2:6]1)[CH2:3][CH2:2]2.[Br:23][CH2:24][CH2:25][CH3:26], predict the reaction product. The product is: [Br-:23].[OH:10][C:9]([C:17]1[CH:22]=[CH:21][CH:20]=[CH:19][CH:18]=1)([C:11]1[CH:12]=[CH:13][CH:14]=[CH:15][CH:16]=1)[C:4]12[CH2:5][CH2:6][N+:1]([CH2:24][CH2:25][CH3:26])([CH2:2][CH2:3]1)[CH2:8][CH2:7]2. (2) Given the reactants N(C(OCC)=O)=NC(OCC)=O.[Br:13][C:14]1[C:19]([OH:20])=[CH:18][CH:17]=[CH:16][N:15]=1.[CH2:21](O)[CH2:22][CH2:23][CH:24]=[CH2:25].C1C=CC(P(C2C=CC=CC=2)C2C=CC=CC=2)=CC=1, predict the reaction product. The product is: [Br:13][C:14]1[C:19]([O:20][CH2:25][CH2:24][CH2:23][CH:22]=[CH2:21])=[CH:18][CH:17]=[CH:16][N:15]=1. (3) The product is: [Cl:33][CH2:32][CH2:31][O:1][C:2]1[CH:11]=[C:10]2[C:5]([C:6]([O:12][C:13]3[CH:18]=[CH:17][C:16]([CH3:19])=[CH:15][C:14]=3[C:20]([C:22]3[CH:23]=[CH:24][CH:25]=[CH:26][CH:27]=3)=[O:21])=[CH:7][CH:8]=[N:9]2)=[CH:4][C:3]=1[O:28][CH3:29]. Given the reactants [OH:1][C:2]1[CH:11]=[C:10]2[C:5]([C:6]([O:12][C:13]3[CH:18]=[CH:17][C:16]([CH3:19])=[CH:15][C:14]=3[C:20]([C:22]3[CH:27]=[CH:26][CH:25]=[CH:24][CH:23]=3)=[O:21])=[CH:7][CH:8]=[N:9]2)=[CH:4][C:3]=1[O:28][CH3:29].Br[CH2:31][CH2:32][Cl:33].C(=O)([O-])[O-].[K+].[K+].O, predict the reaction product.